From a dataset of Retrosynthesis with 50K atom-mapped reactions and 10 reaction types from USPTO. Predict the reactants needed to synthesize the given product. (1) Given the product O=C1CCc2cc(OCCCBr)ccc2N1, predict the reactants needed to synthesize it. The reactants are: BrCCCBr.O=C1CCc2cc(O)ccc2N1. (2) The reactants are: COc1cc(N2CCN(C(=O)OC(C)(C)C)CC2)ccc1N.FC(F)(F)c1cnc(Cl)nc1Cl. Given the product COc1cc(N2CCN(C(=O)OC(C)(C)C)CC2)ccc1Nc1ncc(C(F)(F)F)c(Cl)n1, predict the reactants needed to synthesize it. (3) Given the product COc1ccc(CN2C(=O)NC(C(C)C)C2=O)cc1, predict the reactants needed to synthesize it. The reactants are: CC(C)C1NC(=O)NC1=O.COc1ccc(CCl)cc1. (4) Given the product CCc1cc(Br)ccc1NC, predict the reactants needed to synthesize it. The reactants are: CB(O)O.CCc1cc(Br)ccc1N.